Dataset: TCR-epitope binding with 47,182 pairs between 192 epitopes and 23,139 TCRs. Task: Binary Classification. Given a T-cell receptor sequence (or CDR3 region) and an epitope sequence, predict whether binding occurs between them. (1) The epitope is CINGVCWTV. The TCR CDR3 sequence is CASSLFSQGWTEAFF. Result: 1 (the TCR binds to the epitope). (2) The epitope is FLYALALLL. The TCR CDR3 sequence is CATSDPRTGGWETQYF. Result: 0 (the TCR does not bind to the epitope). (3) The epitope is KLWAQCVQL. The TCR CDR3 sequence is CSGEGTSGGDFVEDEQFF. Result: 0 (the TCR does not bind to the epitope).